From a dataset of Reaction yield outcomes from USPTO patents with 853,638 reactions. Predict the reaction yield, written as a fraction of the theoretical maximum amount of product (1.0 means a 100% yield; for example, 0.34 means a 34% yield). (1) The reactants are [Cl:1][C:2]1[CH:30]=[CH:29][C:5]([O:6][C:7]2[CH:12]=[CH:11][C:10]([N:13]3[C@@H:17]([C:18]4[CH:23]=[CH:22][CH:21]=[C:20]([C:24]([F:27])([F:26])[F:25])[CH:19]=4)[CH2:16][CH2:15][C:14]3=[O:28])=[CH:9][CH:8]=2)=[CH:4][CH:3]=1.[Li+].C[Si]([N-][Si](C)(C)C)(C)C.[CH2:41](I)[CH:42]=[CH2:43]. The catalyst is C1COCC1. The product is [Cl:1][C:2]1[CH:3]=[CH:4][C:5]([O:6][C:7]2[CH:12]=[CH:11][C:10]([N:13]3[C@@H:17]([C:18]4[CH:23]=[CH:22][CH:21]=[C:20]([C:24]([F:25])([F:26])[F:27])[CH:19]=4)[CH2:16][C@H:15]([CH2:43][CH:42]=[CH2:41])[C:14]3=[O:28])=[CH:9][CH:8]=2)=[CH:29][CH:30]=1. The yield is 0.800. (2) The reactants are [F:1][C:2]1[CH:7]=[CH:6][C:5]([CH:8]([O:15][C:16]2[CH:17]=[CH:18][C:19]([CH2:25][CH2:26][C:27]3[CH:32]=[CH:31][C:30]([F:33])=[CH:29][CH:28]=3)=[C:20]([CH:24]=2)[C:21](O)=[O:22])[CH2:9][N:10]2[CH:14]=[CH:13][N:12]=[CH:11]2)=[CH:4][CH:3]=1.[NH2:34][C@@H:35]([CH2:43][CH2:44][S:45]([CH3:48])(=[O:47])=[O:46])[C:36]([O:38][C:39]([CH3:42])([CH3:41])[CH3:40])=[O:37].CCN=C=NCCCN(C)C.Cl. The catalyst is CN(C1C=CN=CC=1)C. The product is [F:1][C:2]1[CH:7]=[CH:6][C:5]([CH:8]([O:15][C:16]2[CH:17]=[CH:18][C:19]([CH2:25][CH2:26][C:27]3[CH:28]=[CH:29][C:30]([F:33])=[CH:31][CH:32]=3)=[C:20]([CH:24]=2)[C:21]([NH:34][C@@H:35]([CH2:43][CH2:44][S:45]([CH3:48])(=[O:47])=[O:46])[C:36]([O:38][C:39]([CH3:41])([CH3:42])[CH3:40])=[O:37])=[O:22])[CH2:9][N:10]2[CH:14]=[CH:13][N:12]=[CH:11]2)=[CH:4][CH:3]=1. The yield is 0.740. (3) The reactants are Cl[C:2]1[CH:7]=[CH:6][C:5]([NH:8][C:9]2[N:30]=[C:12]3[CH:13]=[CH:14][CH:15]=[C:16]([C:17]4[CH:22]=[CH:21][C:20]([CH2:23][N:24]5[CH2:29][CH2:28][O:27][CH2:26][CH2:25]5)=[CH:19][CH:18]=4)[N:11]3[N:10]=2)=[CH:4][CH:3]=1.[CH3:31][N:32]1[CH2:37][CH2:36][NH:35][CH2:34][CH2:33]1.C(=O)([O-])[O-].[Cs+].[Cs+].C1(P(C2C=CC=CC=2)C2C3OC4C(=CC=CC=4P(C4C=CC=CC=4)C4C=CC=CC=4)C(C)(C)C=3C=CC=2)C=CC=CC=1. The catalyst is O1CCOCC1.CCOC(C)=O.C1C=CC(/C=C/C(/C=C/C2C=CC=CC=2)=O)=CC=1.C1C=CC(/C=C/C(/C=C/C2C=CC=CC=2)=O)=CC=1.C1C=CC(/C=C/C(/C=C/C2C=CC=CC=2)=O)=CC=1.[Pd].[Pd]. The product is [CH3:31][N:32]1[CH2:37][CH2:36][N:35]([C:2]2[CH:7]=[CH:6][C:5]([NH:8][C:9]3[N:30]=[C:12]4[CH:13]=[CH:14][CH:15]=[C:16]([C:17]5[CH:22]=[CH:21][C:20]([CH2:23][N:24]6[CH2:29][CH2:28][O:27][CH2:26][CH2:25]6)=[CH:19][CH:18]=5)[N:11]4[N:10]=3)=[CH:4][CH:3]=2)[CH2:34][CH2:33]1. The yield is 0.110.